From a dataset of Drug-target binding data from BindingDB using Ki measurements. Regression. Given a target protein amino acid sequence and a drug SMILES string, predict the binding affinity score between them. We predict pKi (pKi = -log10(Ki in M); higher means stronger inhibition). Dataset: bindingdb_ki. The drug is NCCCC[C@H](NC(=O)[C@@H](N)CC(=O)O)C(=O)O. The target protein (Q16348) has sequence MNPFQKNESKETLFSPVSIEEVPPRPPSPPKKPSPTICGSNYPLSIAFIVVNEFCERFSYYGMKAVLILYFLYFLHWNEDTSTSIYHAFSSLCYFTPILGAAIADSWLGKFKTIIYLSLVYVLGHVIKSLGALPILGGQVVHTVLSLIGLSLIALGTGGIKPCVAAFGGDQFEEKHAEERTRYFSVFYLSINAGSLISTFITPMLRGDVQCFGEDCYALAFGVPGLLMVIALVVFAMGSKIYNKPPPEGNIVAQVFKCIWFAISNRFKNRSGDIPKRQHWLDWAAEKYPKQLIMDVKALTRVLFLYIPLPMFWALLDQQGSRWTLQAIRMNRNLGFFVLQPDQMQVLNPLLVLIFIPLFDFVIYRLVSKCGINFSSLRKMAVGMILACLAFAVAAAVEIKINEMAPAQPGPQEVFLQVLNLADDEVKVTVVGNENNSLLIESIKSFQKTPHYSKLHLKTKSQDFHFHLKYHNLSLYTEHSVQEKNWYSLVIREDGNSISS.... The pKi is 5.1.